This data is from Forward reaction prediction with 1.9M reactions from USPTO patents (1976-2016). The task is: Predict the product of the given reaction. (1) Given the reactants [Br:1][C:2]1[N:7]2[CH:8]=[CH:9][N:10]=[C:6]2[C:5]([NH:11][C:12]2[CH:17]=[CH:16][C:15]([N:18]3[CH:22]=[CH:21][N:20]=[CH:19]3)=[CH:14][CH:13]=2)=[N:4][CH:3]=1.CC1(C)C(C)(C)OB(C2C=NNC=2)O1.C([O-])([O-])=O.[Na+].[Na+], predict the reaction product. The product is: [NH3:4].[Br:1][C:2]1[N:7]2[CH:8]=[CH:9][N:10]=[C:6]2[C:5]([NH:11][C:12]2[CH:13]=[CH:14][C:15]([N:18]3[CH:22]=[CH:21][N:20]=[CH:19]3)=[CH:16][CH:17]=2)=[N:4][CH:3]=1. (2) Given the reactants [C:1]([O:5][C:6]([N:8]([C:21]([O:23][C:24]([CH3:27])([CH3:26])[CH3:25])=[O:22])[C:9]1[C:10]([O:19][CH3:20])=[N:11][CH:12]=[C:13]([CH:18]=1)[C:14]([O:16]C)=[O:15])=[O:7])([CH3:4])([CH3:3])[CH3:2].O[Li].O, predict the reaction product. The product is: [C:24]([O:23][C:21]([N:8]([C:6]([O:5][C:1]([CH3:4])([CH3:3])[CH3:2])=[O:7])[C:9]1[C:10]([O:19][CH3:20])=[N:11][CH:12]=[C:13]([CH:18]=1)[C:14]([OH:16])=[O:15])=[O:22])([CH3:27])([CH3:26])[CH3:25]. (3) Given the reactants [CH3:1][N:2]1[C:7](=[O:8])[CH:6]=[C:5]([NH:9][C:10]2[CH:15]=[CH:14][C:13]([C:16]3[N:17]=[C:18]([N:33]4[CH2:38][CH2:37][O:36][CH2:35][C@@H:34]4[CH3:39])[C:19]4[CH2:25][CH2:24][N:23](C(OC(C)(C)C)=O)[CH2:22][C:20]=4[N:21]=3)=[CH:12][CH:11]=2)[NH:4][C:3]1=[O:40].Cl, predict the reaction product. The product is: [CH3:1][N:2]1[C:7](=[O:8])[CH:6]=[C:5]([NH:9][C:10]2[CH:15]=[CH:14][C:13]([C:16]3[N:17]=[C:18]([N:33]4[CH2:38][CH2:37][O:36][CH2:35][C@@H:34]4[CH3:39])[C:19]4[CH2:25][CH2:24][NH:23][CH2:22][C:20]=4[N:21]=3)=[CH:12][CH:11]=2)[NH:4][C:3]1=[O:40]. (4) Given the reactants [OH:1][CH2:2][C-:3]1[CH:7]=[CH:6][CH:5]=[CH:4]1.[CH-:8]1[CH:12]=[CH:11][CH:10]=[CH:9]1.[Fe+2:13].[C:14]([O-])(=[O:18])[C:15]([CH3:17])=[CH2:16].[Cl-], predict the reaction product. The product is: [C:14]([O:1][CH2:2][C-:3]1[CH:7]=[CH:6][CH:5]=[CH:4]1)(=[O:18])[C:15]([CH3:17])=[CH2:16].[CH-:8]1[CH:12]=[CH:11][CH:10]=[CH:9]1.[Fe+2:13]. (5) Given the reactants Cl[C:2]1[N:7]=[CH:6][C:5]2[N:8]=[C:9]([CH3:27])[N:10]([CH2:11][C:12]3[CH:20]=[CH:19][CH:18]=[C:17]4[C:13]=3[CH:14]=[N:15][N:16]4[CH:21]3[CH2:26][CH2:25][CH2:24][CH2:23][O:22]3)[C:4]=2[CH:3]=1.[CH3:28][O:29][CH:30]1[CH2:35][CH2:34][N:33]([C:36]2[N:41]=[C:40]([NH2:42])[CH:39]=[CH:38][N:37]=2)[CH2:32][CH2:31]1.CC(C1C=C(C(C)C)C(C2C(P(C3CCCCC3)C3CCCCC3)=C(OC)C=CC=2OC)=C(C(C)C)C=1)C.C(=O)([O-])[O-].[Cs+].[Cs+], predict the reaction product. The product is: [CH3:28][O:29][CH:30]1[CH2:31][CH2:32][N:33]([C:36]2[N:41]=[C:40]([NH:42][C:2]3[N:7]=[CH:6][C:5]4[N:8]=[C:9]([CH3:27])[N:10]([CH2:11][C:12]5[CH:20]=[CH:19][CH:18]=[C:17]6[C:13]=5[CH:14]=[N:15][N:16]6[CH:21]5[CH2:26][CH2:25][CH2:24][CH2:23][O:22]5)[C:4]=4[CH:3]=3)[CH:39]=[CH:38][N:37]=2)[CH2:34][CH2:35]1.